Dataset: NCI-60 drug combinations with 297,098 pairs across 59 cell lines. Task: Regression. Given two drug SMILES strings and cell line genomic features, predict the synergy score measuring deviation from expected non-interaction effect. (1) Drug 1: C1C(C(OC1N2C=NC3=C2NC=NCC3O)CO)O. Cell line: SK-MEL-28. Synergy scores: CSS=4.27, Synergy_ZIP=-3.45, Synergy_Bliss=2.25, Synergy_Loewe=-2.38, Synergy_HSA=1.27. Drug 2: C1CCC(C(C1)N)N.C(=O)(C(=O)[O-])[O-].[Pt+4]. (2) Drug 1: CC=C1C(=O)NC(C(=O)OC2CC(=O)NC(C(=O)NC(CSSCCC=C2)C(=O)N1)C(C)C)C(C)C. Drug 2: CC(C)CN1C=NC2=C1C3=CC=CC=C3N=C2N. Cell line: SK-MEL-5. Synergy scores: CSS=64.7, Synergy_ZIP=4.56, Synergy_Bliss=3.07, Synergy_Loewe=-35.8, Synergy_HSA=2.73. (3) Drug 1: CC1=C(C(CCC1)(C)C)C=CC(=CC=CC(=CC(=O)O)C)C. Drug 2: C1=NNC2=C1C(=O)NC=N2. Cell line: MOLT-4. Synergy scores: CSS=6.04, Synergy_ZIP=-3.22, Synergy_Bliss=-4.66, Synergy_Loewe=0.509, Synergy_HSA=-2.37.